This data is from hERG potassium channel inhibition data for cardiac toxicity prediction from Karim et al.. The task is: Regression/Classification. Given a drug SMILES string, predict its toxicity properties. Task type varies by dataset: regression for continuous values (e.g., LD50, hERG inhibition percentage) or binary classification for toxic/non-toxic outcomes (e.g., AMES mutagenicity, cardiotoxicity, hepatotoxicity). Dataset: herg_karim. (1) The compound is Clc1ccc(C(c2ccc(Cl)cc2)n2cc[n+](CC(OCc3ccc(Cl)cc3Cl)c3ccc(Cl)cc3Cl)c2)cc1. The result is 1 (blocker). (2) The molecule is CN1CCN(CCCN2c3ccccc3Sc3ccc(C(F)(F)F)cc32)CC1. The result is 1 (blocker). (3) The molecule is O=S(=O)(c1ccc(C=Cc2ccccc2O)nc1)c1ccccc1F. The result is 1 (blocker). (4) The drug is CCOC(=O)C1=C(CN2CCOCC2)NC(c2nccs2)=NC1c1ccc(F)cc1-c1ccccc1. The result is 1 (blocker). (5) The molecule is O=C([C@@H]1C[C@H]1c1ccc(C(F)(F)F)cc1)N1CCN(S(=O)(=O)c2cc(C(O)C(F)(F)F)cc(C(F)(F)F)c2)CC1. The result is 1 (blocker). (6) The compound is CC(C)C1=NC(c2ccccc2)(c2cccc(-c3cncnc3)c2)N=C1N. The result is 0 (non-blocker).